This data is from Forward reaction prediction with 1.9M reactions from USPTO patents (1976-2016). The task is: Predict the product of the given reaction. (1) Given the reactants Cl[C:2]1[N:3]=[N:4][C:5]([N:8]2[CH:12]=[CH:11][N:10]=[CH:9]2)=[CH:6][CH:7]=1.[F:13][C:14]([F:29])([F:28])[C:15]1[CH:27]=[CH:26][CH:25]=[CH:24][C:16]=1[O:17][CH:18]1[CH2:23][CH2:22][NH:21][CH2:20][CH2:19]1.C(=O)([O-])[O-].[K+].[K+], predict the reaction product. The product is: [N:8]1([C:5]2[N:4]=[N:3][C:2]([N:21]3[CH2:20][CH2:19][CH:18]([O:17][C:16]4[CH:24]=[CH:25][CH:26]=[CH:27][C:15]=4[C:14]([F:13])([F:28])[F:29])[CH2:23][CH2:22]3)=[CH:7][CH:6]=2)[CH:12]=[CH:11][N:10]=[CH:9]1. (2) The product is: [F:1][CH:2]([F:17])[O:3][C:4]1[CH:9]=[CH:8][C:7]([C:10]#[CH:11])=[CH:6][C:5]=1[CH3:16]. Given the reactants [F:1][CH:2]([F:17])[O:3][C:4]1[CH:9]=[CH:8][C:7]([C:10]#[C:11][Si](C)(C)C)=[CH:6][C:5]=1[CH3:16].C([O-])([O-])=O.[K+].[K+], predict the reaction product. (3) The product is: [Br:17][C:18]1[C:19]([CH3:28])=[C:20]2[C:24](=[CH:25][CH:26]=1)[NH:23][C:22](=[O:27])[C:21]2=[CH:1][C:3]1[NH:4][C:5]2[CH2:6][CH2:7][CH2:8][CH2:9][C:10]=2[C:11]=1[CH2:12][CH2:16][C:35]([OH:38])=[O:37]. Given the reactants [CH:1]([C:3]1[NH:4][C:5]2[CH2:6][CH2:7][CH2:8][CH2:9][C:10]=2[C:11]=1[CH:12]([CH3:16])C(O)=O)=O.[Br:17][C:18]1[C:19]([CH3:28])=[C:20]2[C:24](=[CH:25][CH:26]=1)[NH:23][C:22](=[O:27])[CH2:21]2.N1CCCCC1.[C:35]([OH:38])(=[O:37])C, predict the reaction product. (4) Given the reactants [CH3:1][O:2][C:3]1[CH:12]=[C:11]2[C:6]([C:7]([CH3:18])=[CH:8][C:9](=[O:17])[N:10]2[CH2:13][CH2:14][CH:15]=O)=[CH:5][CH:4]=1.[NH2:19][C@H:20]1[CH2:24][N:23]([C:25]2[CH:26]=[CH:27][C:28]3[O:29][CH2:30][C:31](=[O:35])[NH:32][C:33]=3[N:34]=2)[C:22](=[O:36])[CH2:21]1.C(OC(=O)N[C@@H]1CC(=O)NC1)(C)(C)C.C(O[BH-](OC(=O)C)OC(=O)C)(=O)C.[Na+].C(=O)([O-])O.[Na+], predict the reaction product. The product is: [CH3:1][O:2][C:3]1[CH:12]=[C:11]2[C:6]([C:7]([CH3:18])=[CH:8][C:9](=[O:17])[N:10]2[CH2:13][CH2:14][CH2:15][NH:19][C@H:20]2[CH2:24][N:23]([C:25]3[CH:26]=[CH:27][C:28]4[O:29][CH2:30][C:31](=[O:35])[NH:32][C:33]=4[N:34]=3)[C:22](=[O:36])[CH2:21]2)=[CH:5][CH:4]=1. (5) Given the reactants [CH2:1]([O:8][C:9]([O:11]N1C(=O)CCC1=O)=O)[C:2]1[CH:7]=[CH:6][CH:5]=[CH:4][CH:3]=1.[NH2:19][CH2:20][C:21]([CH3:25])([CH3:24])[CH2:22][OH:23], predict the reaction product. The product is: [CH2:1]([O:8][C:9]([NH:19][CH2:20][C:21]([CH3:25])([CH3:24])[CH2:22][OH:23])=[O:11])[C:2]1[CH:3]=[CH:4][CH:5]=[CH:6][CH:7]=1.